This data is from CYP2C19 inhibition data for predicting drug metabolism from PubChem BioAssay. The task is: Regression/Classification. Given a drug SMILES string, predict its absorption, distribution, metabolism, or excretion properties. Task type varies by dataset: regression for continuous measurements (e.g., permeability, clearance, half-life) or binary classification for categorical outcomes (e.g., BBB penetration, CYP inhibition). Dataset: cyp2c19_veith. (1) The compound is COc1ccc(-c2cccc(C(=O)Nc3ccc(OC)c(OC)c3)c2)cc1. The result is 0 (non-inhibitor). (2) The molecule is COc1ccc(C(=O)N2CCC3(CC2)CN(c2cccc(-c4ccccc4)c2)C3)cc1. The result is 0 (non-inhibitor). (3) The result is 0 (non-inhibitor). The compound is CO/N=C\c1ccc(C(=O)N2[C@H](C(=O)OC)CC[C@H](C)[C@H]2c2ccc(C)cc2)cc1.